This data is from Full USPTO retrosynthesis dataset with 1.9M reactions from patents (1976-2016). The task is: Predict the reactants needed to synthesize the given product. (1) Given the product [N+:5]([C:8]1[C:9]([C:13]([O:15][CH3:16])=[O:14])=[N:10][NH:11][CH:12]=1)([O-:7])=[O:6], predict the reactants needed to synthesize it. The reactants are: S(Cl)(Cl)=O.[N+:5]([C:8]1[C:9]([C:13]([OH:15])=[O:14])=[N:10][NH:11][CH:12]=1)([O-:7])=[O:6].[CH3:16]O. (2) Given the product [F:12][C:13]([F:40])([C:36]([F:39])([F:38])[F:37])[C:14]([F:35])([F:34])[C:15]([P:18]([Cl:8])([C:21]([F:33])([F:32])[C:22]([F:31])([F:30])[C:23]([F:29])([F:28])[C:24]([F:27])([F:26])[F:25])=[O:19])([F:17])[F:16], predict the reactants needed to synthesize it. The reactants are: C1(P(Cl)(Cl)(Cl)[Cl:8])C=CC=CC=1.[F:12][C:13]([F:40])([C:36]([F:39])([F:38])[F:37])[C:14]([F:35])([F:34])[C:15]([P:18]([C:21]([F:33])([F:32])[C:22]([F:31])([F:30])[C:23]([F:29])([F:28])[C:24]([F:27])([F:26])[F:25])(=O)[OH:19])([F:17])[F:16].Cl. (3) Given the product [CH:23]1([N:11]2[C:12]3[C:17]([CH2:18][OH:19])=[CH:16][NH:15][C:14](=[O:22])[C:13]=3[C:9]([C:6]3[CH:5]=[C:4]([C:1]([NH2:2])=[O:3])[S:8][CH:7]=3)=[CH:10]2)[CH2:24][CH2:25][CH2:26][CH2:27]1, predict the reactants needed to synthesize it. The reactants are: [C:1]([C:4]1[S:8][CH:7]=[C:6]([C:9]2[C:13]3[C:14](=[O:22])[NH:15][CH:16]=[C:17]([C:18](OC)=[O:19])[C:12]=3[N:11]([CH:23]3[CH2:27][CH2:26][CH2:25][CH2:24]3)[CH:10]=2)[CH:5]=1)(=[O:3])[NH2:2].C1COCC1.CO.[BH4-].[Li+]. (4) Given the product [C:16]([C:20]1[CH:25]=[CH:24][C:23]([C:2]2[CH:3]=[C:4](/[CH:9]=[CH:10]/[C:11]([O:13][CH2:14][CH3:15])=[O:12])[CH:5]=[C:6]([C:23]3[CH:24]=[CH:25][C:20]([C:16]([CH3:19])([CH3:18])[CH3:17])=[CH:21][CH:22]=3)[CH:7]=2)=[CH:22][CH:21]=1)([CH3:19])([CH3:18])[CH3:17], predict the reactants needed to synthesize it. The reactants are: Br[C:2]1[CH:3]=[C:4](/[CH:9]=[CH:10]/[C:11]([O:13][CH2:14][CH3:15])=[O:12])[CH:5]=[C:6](Br)[CH:7]=1.[C:16]([C:20]1[CH:25]=[CH:24][C:23](B(O)O)=[CH:22][CH:21]=1)([CH3:19])([CH3:18])[CH3:17]. (5) Given the product [O:1]1[CH2:6][CH2:5][N:4]([C:7]2[C:8]3[N:9]([C:13]([C:28]4[CH:29]=[CH:30][C:31]([NH:34][CH2:35][C:36]([OH:38])=[O:37])=[N:32][CH:33]=4)=[C:14](/[CH:16]=[CH:17]/[C:18]4[CH:27]=[CH:26][C:25]5[C:20](=[CH:21][CH:22]=[CH:23][CH:24]=5)[N:19]=4)[N:15]=3)[N:10]=[CH:11][CH:12]=2)[CH2:3][CH2:2]1, predict the reactants needed to synthesize it. The reactants are: [O:1]1[CH2:6][CH2:5][N:4]([C:7]2[C:8]3[N:9]([C:13]([C:28]4[CH:29]=[CH:30][C:31]([NH:34][CH2:35][C:36]([O:38]CC)=[O:37])=[N:32][CH:33]=4)=[C:14](/[CH:16]=[CH:17]/[C:18]4[CH:27]=[CH:26][C:25]5[C:20](=[CH:21][CH:22]=[CH:23][CH:24]=5)[N:19]=4)[N:15]=3)[N:10]=[CH:11][CH:12]=2)[CH2:3][CH2:2]1.[Li+].[OH-]. (6) Given the product [Cl:22][C:23]1[CH:24]=[C:25]([C:2]2[S:6][C:5]([S:7]([NH:10][C:11]3[CH:16]=[CH:15][CH:14]=[C:13]([C:17]4[NH:21][N:20]=[N:19][N:18]=4)[CH:12]=3)(=[O:9])=[O:8])=[CH:4][CH:3]=2)[CH:26]=[CH:27][C:28]=1[F:29], predict the reactants needed to synthesize it. The reactants are: Br[C:2]1[S:6][C:5]([S:7]([NH:10][C:11]2[CH:16]=[CH:15][CH:14]=[C:13]([C:17]3[NH:21][N:20]=[N:19][N:18]=3)[CH:12]=2)(=[O:9])=[O:8])=[CH:4][CH:3]=1.[Cl:22][C:23]1[CH:24]=[C:25](B(O)O)[CH:26]=[CH:27][C:28]=1[F:29]. (7) The reactants are: Cl[C:2]1[CH:7]=[C:6]([C:8]2[N:13]=[C:12]([N:14]3[CH2:19][CH:18]4[CH2:20][CH:15]3[CH:16]([CH3:24])[N:17]4[CH:21]([CH3:23])[CH3:22])[N:11]3[CH:25]=[CH:26][N:27]=[C:10]3[CH:9]=2)[CH:5]=[CH:4][N:3]=1.[CH3:28][C@H:29]([NH2:36])[C:30]1[CH:35]=[CH:34][CH:33]=[CH:32][CH:31]=1.C1C=CC(P(C2C(C3C(P(C4C=CC=CC=4)C4C=CC=CC=4)=CC=C4C=3C=CC=C4)=C3C(C=CC=C3)=CC=2)C2C=CC=CC=2)=CC=1.CC([O-])(C)C.[Na+]. Given the product [CH:21]([N:17]1[CH:16]([CH3:24])[C@@H:15]2[CH2:20][C@H:18]1[CH2:19][N:14]2[C:12]1[N:11]2[CH:25]=[CH:26][N:27]=[C:10]2[CH:9]=[C:8]([C:6]2[CH:5]=[CH:4][N:3]=[C:2]([NH:36][C@H:29]([C:30]3[CH:35]=[CH:34][CH:33]=[CH:32][CH:31]=3)[CH3:28])[CH:7]=2)[N:13]=1)([CH3:23])[CH3:22], predict the reactants needed to synthesize it. (8) Given the product [Cl:39][C:27]1[CH:26]=[C:25]([NH:24][C:17]2[C:16]3[C:21](=[CH:22][CH:23]=[C:14]([NH:13][C:12]([C@@H:11]4[CH2:10][C@@H:9]([OH:41])[CH2:8][N:7]4[C:3](=[O:6])[CH:4]=[CH2:5])=[O:40])[CH:15]=3)[N:20]=[CH:19][N:18]=2)[CH:30]=[CH:29][C:28]=1[O:31][CH2:32][C:33]1[CH:38]=[CH:37][CH:36]=[CH:35][N:34]=1, predict the reactants needed to synthesize it. The reactants are: O.N.[C:3]([N:7]1[C@H:11]([C:12](=[O:40])[NH:13][C:14]2[CH:15]=[C:16]3[C:21](=[CH:22][CH:23]=2)[N:20]=[CH:19][N:18]=[C:17]3[NH:24][C:25]2[CH:30]=[CH:29][C:28]([O:31][CH2:32][C:33]3[CH:38]=[CH:37][CH:36]=[CH:35][N:34]=3)=[C:27]([Cl:39])[CH:26]=2)[CH2:10][C@@H:9]([O:41]C(=O)C)[CH2:8]1)(=[O:6])[CH:4]=[CH2:5].C(Cl)(Cl)Cl. (9) The reactants are: [CH3:1][O:2][C:3]1[CH:27]=[C:26]([O:28][CH3:29])[CH:25]=[CH:24][C:4]=1[CH2:5][N:6]([C:19]1[S:23][N:22]=[CH:21][N:20]=1)[S:7]([C:10]1[CH:15]=[C:14]([F:16])[C:13](F)=[CH:12][C:11]=1[F:18])(=[O:9])=[O:8].[CH3:30][N:31]1[C:35]([C@H:36]2[CH2:41][CH2:40][CH2:39][CH2:38][C@@H:37]2[OH:42])=[CH:34][CH:33]=[N:32]1.[H-].[Na+]. Given the product [CH3:1][O:2][C:3]1[CH:27]=[C:26]([O:28][CH3:29])[CH:25]=[CH:24][C:4]=1[CH2:5][N:6]([C:19]1[S:23][N:22]=[CH:21][N:20]=1)[S:7]([C:10]1[CH:15]=[C:14]([F:16])[C:13]([O:42][C@H:37]2[CH2:38][CH2:39][CH2:40][CH2:41][C@@H:36]2[C:35]2[N:31]([CH3:30])[N:32]=[CH:33][CH:34]=2)=[CH:12][C:11]=1[F:18])(=[O:9])=[O:8], predict the reactants needed to synthesize it.